From a dataset of Reaction yield outcomes from USPTO patents with 853,638 reactions. Predict the reaction yield, written as a fraction of the theoretical maximum amount of product (1.0 means a 100% yield; for example, 0.34 means a 34% yield). (1) The reactants are [O:1]=[C:2]([CH3:14])[CH2:3][C:4]1[O:8][N:7]=[C:6]([C:9]([O:11]CC)=[O:10])[CH:5]=1.C(=O)([O-])[O-].[Cs+].[Cs+]. The catalyst is C(O)C.O. The product is [O:1]=[C:2]([CH3:14])[CH2:3][C:4]1[O:8][N:7]=[C:6]([C:9]([OH:11])=[O:10])[CH:5]=1. The yield is 0.360. (2) The reactants are Br[CH2:2][CH2:3][CH2:4][CH2:5][N:6]1[C:10](=[O:11])[C:9]2=[CH:12][CH:13]=[CH:14][CH:15]=[C:8]2[C:7]1=[O:16].[CH2:17]([N:24]1[CH2:29][CH2:28][NH:27][CH2:26][CH2:25]1)[C:18]1[CH:23]=[CH:22][CH:21]=[CH:20][CH:19]=1. The catalyst is C(#N)C. The product is [CH2:17]([N:24]1[CH2:29][CH2:28][N:27]([CH2:2][CH2:3][CH2:4][CH2:5][N:6]2[C:10](=[O:11])[C:9]3[C:8](=[CH:15][CH:14]=[CH:13][CH:12]=3)[C:7]2=[O:16])[CH2:26][CH2:25]1)[C:18]1[CH:19]=[CH:20][CH:21]=[CH:22][CH:23]=1. The yield is 0.920. (3) The reactants are [Br:1][C:2]1[CH:7]=[C:6]([Br:8])[N:5]=[C:4]([C:9]2[CH:14]=[CH:13][CH:12]=[CH:11][C:10]=2[Cl:15])[C:3]=1[CH2:16][CH2:17][C:18]([OH:20])=O.C[Si](C=[N+]=[N-])(C)C.C[Al](C)C.[Cl:32][C:33]1[CH:39]=[CH:38][CH:37]=[CH:36][C:34]=1[NH2:35].Cl. The catalyst is C1(C)C=CC=CC=1.CO.ClCCl.O. The product is [Cl:32][C:33]1[CH:39]=[CH:38][CH:37]=[CH:36][C:34]=1[NH:35][C:18](=[O:20])[CH2:17][CH2:16][C:3]1[C:4]([C:9]2[CH:14]=[CH:13][CH:12]=[CH:11][C:10]=2[Cl:15])=[N:5][C:6]([Br:8])=[CH:7][C:2]=1[Br:1]. The yield is 0.690. (4) The reactants are [CH2:1]([O:8][C:9](=[O:37])[NH:10][CH2:11][CH2:12][CH2:13][CH2:14][C:15]1[CH:20]=[CH:19][C:18]([CH2:21][CH2:22][CH2:23][CH:24]([N:26]2C(=O)C3C(=CC=CC=3)C2=O)[CH3:25])=[CH:17][CH:16]=1)[C:2]1[CH:7]=[CH:6][CH:5]=[CH:4][CH:3]=1.NN. The catalyst is C(O)C. The product is [CH2:1]([O:8][C:9](=[O:37])[NH:10][CH2:11][CH2:12][CH2:13][CH2:14][C:15]1[CH:20]=[CH:19][C:18]([CH2:21][CH2:22][CH2:23][CH:24]([NH2:26])[CH3:25])=[CH:17][CH:16]=1)[C:2]1[CH:3]=[CH:4][CH:5]=[CH:6][CH:7]=1. The yield is 0.880. (5) The reactants are [Cl:1][C:2]1[S:6][C:5]([C:7]([OH:9])=O)=[CH:4][C:3]=1[C:10]1[N:14]([CH3:15])[N:13]=[CH:12][CH:11]=1.[NH2:16][C@@H:17]([CH2:30][C:31]1[CH:36]=[C:35]([F:37])[CH:34]=[CH:33][C:32]=1[F:38])[CH2:18][N:19]1[C:27](=[O:28])[C:26]2[C:21](=[CH:22][CH:23]=[CH:24][CH:25]=2)[C:20]1=[O:29].FC1C=CC=C(F)C=1C[C@@H](C(O)=O)N.C1CN([P+](Br)(N2CCCC2)N2CCCC2)CC1.F[P-](F)(F)(F)(F)F.CCN(C(C)C)C(C)C. The catalyst is C(Cl)(Cl)Cl. The product is [Cl:1][C:2]1[S:6][C:5]([C:7]([NH:16][C@H:17]([CH2:18][N:19]2[C:27](=[O:28])[C:26]3[C:21](=[CH:22][CH:23]=[CH:24][CH:25]=3)[C:20]2=[O:29])[CH2:30][C:31]2[CH:36]=[C:35]([F:37])[CH:34]=[CH:33][C:32]=2[F:38])=[O:9])=[CH:4][C:3]=1[C:10]1[N:14]([CH3:15])[N:13]=[CH:12][CH:11]=1. The yield is 0.710.